From a dataset of Reaction yield outcomes from USPTO patents with 853,638 reactions. Predict the reaction yield, written as a fraction of the theoretical maximum amount of product (1.0 means a 100% yield; for example, 0.34 means a 34% yield). The reactants are [Br:1][C:2]1[CH:3]=[C:4](/[C:7](=[N:9]/[S:10]([C:12]([CH3:15])([CH3:14])[CH3:13])=[O:11])/[CH3:8])[S:5][CH:6]=1.C[Al](C)C.Br[Zn][CH2:22][C:23]([CH2:25][O:26][Si:27]([C:40]([CH3:43])([CH3:42])[CH3:41])([C:34]1[CH:39]=[CH:38][CH:37]=[CH:36][CH:35]=1)[C:28]1[CH:33]=[CH:32][CH:31]=[CH:30][CH:29]=1)=[CH2:24]. The catalyst is C1COCC1.CCOC(C)=O. The product is [Br:1][C:2]1[CH:3]=[C:4]([C:7]([NH:9][S:10]([C:12]([CH3:15])([CH3:14])[CH3:13])=[O:11])([CH2:24][C:23]([CH2:25][O:26][Si:27]([C:40]([CH3:43])([CH3:42])[CH3:41])([C:34]2[CH:39]=[CH:38][CH:37]=[CH:36][CH:35]=2)[C:28]2[CH:29]=[CH:30][CH:31]=[CH:32][CH:33]=2)=[CH2:22])[CH3:8])[S:5][CH:6]=1. The yield is 0.797.